Dataset: Full USPTO retrosynthesis dataset with 1.9M reactions from patents (1976-2016). Task: Predict the reactants needed to synthesize the given product. Given the product [C:1]([C:5]1[CH:10]=[C:9]([C:11]2[S:12][CH:13]=[C:14]([CH:16]3[CH2:21][CH2:20][N:19]([C:35](=[O:36])[CH2:34][N:30]4[C:31]([CH3:33])=[N:32][C:28]([CH3:27])=[N:29]4)[CH2:18][CH2:17]3)[N:15]=2)[CH:8]=[C:7]([C:22]([CH3:25])([CH3:24])[CH3:23])[C:6]=1[OH:26])([CH3:4])([CH3:3])[CH3:2], predict the reactants needed to synthesize it. The reactants are: [C:1]([C:5]1[CH:10]=[C:9]([C:11]2[S:12][CH:13]=[C:14]([CH:16]3[CH2:21][CH2:20][NH:19][CH2:18][CH2:17]3)[N:15]=2)[CH:8]=[C:7]([C:22]([CH3:25])([CH3:24])[CH3:23])[C:6]=1[OH:26])([CH3:4])([CH3:3])[CH3:2].[CH3:27][C:28]1[N:32]=[C:31]([CH3:33])[N:30]([CH2:34][C:35](O)=[O:36])[N:29]=1.